Dataset: Peptide-MHC class I binding affinity with 185,985 pairs from IEDB/IMGT. Task: Regression. Given a peptide amino acid sequence and an MHC pseudo amino acid sequence, predict their binding affinity value. This is MHC class I binding data. (1) The peptide sequence is SELTVSPPD. The MHC is HLA-B15:17 with pseudo-sequence HLA-B15:17. The binding affinity (normalized) is 0.0847. (2) The peptide sequence is TLASIGTAF. The MHC is HLA-A24:03 with pseudo-sequence HLA-A24:03. The binding affinity (normalized) is 0.0847. (3) The peptide sequence is STGNYNYKYR. The MHC is HLA-A11:01 with pseudo-sequence HLA-A11:01. The binding affinity (normalized) is 0.332. (4) The peptide sequence is SVIGTFVAEF. The MHC is HLA-A30:01 with pseudo-sequence HLA-A30:01. The binding affinity (normalized) is 0.280.